This data is from Catalyst prediction with 721,799 reactions and 888 catalyst types from USPTO. The task is: Predict which catalyst facilitates the given reaction. (1) Reactant: [OH:1][C@H:2]([C@H:10]([S:26][C:27]1[CH:32]=[CH:31][CH:30]=[C:29]([NH:33][C:34](=[O:40])[CH2:35][C:36]([O:38][CH3:39])=[O:37])[CH:28]=1)[C:11]1[CH:16]=[CH:15][C:14]([CH2:17][CH2:18][CH2:19][CH2:20][CH2:21][CH2:22][CH2:23][CH2:24][CH3:25])=[CH:13][CH:12]=1)[CH2:3][CH2:4][CH2:5][C:6]([O:8][CH3:9])=[O:7].C([O-])(=O)C.[Na+].[Cr](Cl)([O-])(=O)=O.[NH+]1C=CC=CC=1. Product: [CH3:39][O:38][C:36](=[O:37])[CH2:35][C:34]([NH:33][C:29]1[CH:28]=[C:27]([S:26][CH:10]([C:11]2[CH:16]=[CH:15][C:14]([CH2:17][CH2:18][CH2:19][CH2:20][CH2:21][CH2:22][CH2:23][CH2:24][CH3:25])=[CH:13][CH:12]=2)[C:2](=[O:1])[CH2:3][CH2:4][CH2:5][C:6]([O:8][CH3:9])=[O:7])[CH:32]=[CH:31][CH:30]=1)=[O:40]. The catalyst class is: 268. (2) Reactant: C([O:3][C:4](=[O:40])[CH2:5][CH2:6][CH2:7][O:8][C:9]1[CH:14]=[CH:13][C:12]([C:15]([N:17]2[C:26]3[C:21](=[CH:22][CH:23]=[CH:24][CH:25]=3)[C@@H:20]([C:27](=[O:38])[N:28]([C:31]3[CH:36]=[CH:35][C:34]([Cl:37])=[CH:33][CH:32]=3)[CH2:29][CH3:30])[CH2:19][C@@H:18]2[CH3:39])=[O:16])=[CH:11][CH:10]=1)C.[OH-].[Li+].C(O)C. Product: [Cl:37][C:34]1[CH:35]=[CH:36][C:31]([N:28]([CH2:29][CH3:30])[C:27]([C@@H:20]2[C:21]3[C:26](=[CH:25][CH:24]=[CH:23][CH:22]=3)[N:17]([C:15]([C:12]3[CH:11]=[CH:10][C:9]([O:8][CH2:7][CH2:6][CH2:5][C:4]([OH:40])=[O:3])=[CH:14][CH:13]=3)=[O:16])[C@@H:18]([CH3:39])[CH2:19]2)=[O:38])=[CH:32][CH:33]=1.[Cl:37][C:34]1[CH:35]=[CH:36][C:31]([N:28]([CH2:29][CH3:30])[C:27]([C@H:20]2[C:21]3[C:26](=[CH:25][CH:24]=[CH:23][CH:22]=3)[N:17]([C:15]([C:12]3[CH:11]=[CH:10][C:9]([O:8][CH2:7][CH2:6][CH2:5][C:4]([OH:40])=[O:3])=[CH:14][CH:13]=3)=[O:16])[C@@H:18]([CH3:39])[CH2:19]2)=[O:38])=[CH:32][CH:33]=1. The catalyst class is: 30. (3) Reactant: [Cl:1][C:2]1[CH:3]=[C:4]([C:9]2[N:13]3[C:14]4[N:22]=[C:21]([O:23][CH3:24])[CH:20]=[CH:19][C:15]=4[N:16]=[C:17]([CH3:18])[C:12]3=[C:11]([CH3:25])[N:10]=2)[CH:5]=[C:6](Cl)[CH:7]=1.[Cl:26]C1C(Cl)=CC=CC=1B(O)O.C([O-])([O-])=O.[K+].[K+]. Product: [Cl:26][C:3]1[C:2]([Cl:1])=[CH:7][CH:6]=[CH:5][C:4]=1[C:9]1[N:13]2[C:14]3[N:22]=[C:21]([O:23][CH3:24])[CH:20]=[CH:19][C:15]=3[N:16]=[C:17]([CH3:18])[C:12]2=[C:11]([CH3:25])[N:10]=1. The catalyst class is: 73. (4) Reactant: [CH2:1]([O:8][CH2:9][CH2:10][CH2:11][CH2:12][O:13][C:14]1[N:19]=[C:18]([NH:20]C(=O)C(C)(C)C)[C:17]([CH:27]=[CH:28][O:29][CH3:30])=[CH:16][CH:15]=1)[C:2]1[CH:7]=[CH:6][CH:5]=[CH:4][CH:3]=1.[OH-].[K+]. Product: [CH2:1]([O:8][CH2:9][CH2:10][CH2:11][CH2:12][O:13][C:14]1[N:19]=[C:18]([NH2:20])[C:17]([CH:27]=[CH:28][O:29][CH3:30])=[CH:16][CH:15]=1)[C:2]1[CH:7]=[CH:6][CH:5]=[CH:4][CH:3]=1. The catalyst class is: 8. (5) Reactant: [CH3:1][C:2]1[C:3]([N+:11]([O-:13])=[O:12])=[C:4]([CH:8]=[CH:9][CH:10]=1)[C:5]([OH:7])=O.C(N(CC)CC)C.ClC(OCC)=O.[CH:27]([NH2:30])([CH3:29])[CH3:28]. Product: [CH3:1][C:2]1[C:3]([N+:11]([O-:13])=[O:12])=[C:4]([CH:8]=[CH:9][CH:10]=1)[C:5]([NH:30][CH:27]([CH3:29])[CH3:28])=[O:7]. The catalyst class is: 46. (6) Reactant: Br[C:2]1[N:6]([CH2:7][C:8]2[CH:13]=[CH:12][C:11]([O:14][CH3:15])=[CH:10][CH:9]=2)[N:5]=[N:4][N:3]=1.[NH:16]([CH2:18][CH2:19][CH2:20][N:21]([CH3:23])[CH3:22])[NH2:17]. Product: [CH3:15][O:14][C:11]1[CH:12]=[CH:13][C:8]([CH2:7][N:6]2[C:2]([N:16]([CH2:18][CH2:19][CH2:20][N:21]([CH3:23])[CH3:22])[NH2:17])=[N:3][N:4]=[N:5]2)=[CH:9][CH:10]=1. The catalyst class is: 41.